This data is from Reaction yield outcomes from USPTO patents with 853,638 reactions. The task is: Predict the reaction yield, written as a fraction of the theoretical maximum amount of product (1.0 means a 100% yield; for example, 0.34 means a 34% yield). (1) The yield is 0.0400. The catalyst is CCOC(C)=O.Cl[Pd](Cl)([P](C1C=CC=CC=1)(C1C=CC=CC=1)C1C=CC=CC=1)[P](C1C=CC=CC=1)(C1C=CC=CC=1)C1C=CC=CC=1.[Cu]I. The product is [NH2:1][C:2]1[N:19]=[CH:18][C:17]([C:29]#[C:28][C:24]2[CH:25]=[CH:26][CH:27]=[C:22]([OH:21])[CH:23]=2)=[CH:16][C:3]=1[C:4]([N:6]=[S@@:7]([CH3:15])(=[O:14])[C:8]1[CH:13]=[CH:12][CH:11]=[CH:10][CH:9]=1)=[O:5]. The reactants are [NH2:1][C:2]1[N:19]=[CH:18][C:17](Br)=[CH:16][C:3]=1[C:4]([N:6]=[S@@:7]([CH3:15])(=[O:14])[C:8]1[CH:13]=[CH:12][CH:11]=[CH:10][CH:9]=1)=[O:5].[OH:21][C:22]1[CH:23]=[C:24]([C:28]#[CH:29])[CH:25]=[CH:26][CH:27]=1.C(N(CC)CC)C. (2) The reactants are [Cl:1][C:2]1[CH:3]=[C:4]([CH:9]=[CH:10][C:11]=1[O:12][CH:13]([CH3:15])[CH3:14])/[C:5](=[N:7]/[OH:8])/[NH2:6].[NH2:16][C:17]1[CH:25]=[CH:24][C:20]([C:21](O)=O)=[CH:19][CH:18]=1.C1C=CC2N(O)N=NC=2C=1.C1CCC(N=C=NC2CCCCC2)CC1.CCN(C(C)C)C(C)C. No catalyst specified. The product is [Cl:1][C:2]1[CH:3]=[C:4]([C:5]2[N:6]=[C:21]([C:20]3[CH:24]=[CH:25][C:17]([NH2:16])=[CH:18][CH:19]=3)[O:8][N:7]=2)[CH:9]=[CH:10][C:11]=1[O:12][CH:13]([CH3:15])[CH3:14]. The yield is 0.506. (3) The reactants are [Cl:1][C:2]1[CH:3]=[C:4]([CH:6]=[C:7]([Cl:10])[C:8]=1[Cl:9])[NH2:5].[C:11](=O)([O-])[O-].[K+].[K+].IC. The catalyst is C(#N)C. The product is [CH3:11][NH:5][C:4]1[CH:3]=[C:2]([Cl:1])[C:8]([Cl:9])=[C:7]([Cl:10])[CH:6]=1. The yield is 0.420. (4) The reactants are [CH3:1][CH2:2][CH:3](P(OCC)(OCC)=O)[C:4]([O:6][CH2:7][CH3:8])=[O:5].[H-].[Na+].[CH3:19][C:20]([CH3:22])=O. The catalyst is C(COC)OC. The product is [CH2:7]([O:6][C:4](=[O:5])[C:3]([CH2:2][CH3:1])=[C:20]([CH3:22])[CH3:19])[CH3:8]. The yield is 0.730. (5) The reactants are Br[C:2]1[CH:11]=[CH:10][C:5]([C:6]([O:8][CH3:9])=[O:7])=[C:4]([NH:12][C:13]([O:15][C:16]([CH3:19])([CH3:18])[CH3:17])=[O:14])[CH:3]=1.[N:20]1([C:26]([O:28][C:29]([CH3:32])([CH3:31])[CH3:30])=[O:27])[CH2:25][CH2:24][NH:23][CH2:22][CH2:21]1.C(=O)([O-])[O-].[Cs+].[Cs+].O. The catalyst is C1(C)C=CC=CC=1.C(O[Pd]OC(=O)C)(=O)C.C1(P(C2CCCCC2)C2C=CC=CC=2C2C(C(C)C)=CC(C(C)C)=CC=2C(C)C)CCCCC1.C(OCC)(=O)C. The product is [C:16]([O:15][C:13]([NH:12][C:4]1[CH:3]=[C:2]([N:23]2[CH2:22][CH2:21][N:20]([C:26]([O:28][C:29]([CH3:32])([CH3:31])[CH3:30])=[O:27])[CH2:25][CH2:24]2)[CH:11]=[CH:10][C:5]=1[C:6]([O:8][CH3:9])=[O:7])=[O:14])([CH3:19])([CH3:18])[CH3:17]. The yield is 0.690. (6) The product is [Br:1][C:2]1[CH:16]=[C:15](/[CH:17]=[CH:18]/[CH:19]([C:24]2[CH:25]=[C:26]([Cl:32])[C:27]([Cl:31])=[C:28]([Cl:30])[CH:29]=2)[C:20]([F:23])([F:21])[F:22])[CH:14]=[CH:13][C:3]=1[C:4]([NH:6][CH:7]1[CH2:12][CH2:11][N:10]([CH:35]2[CH2:36][O:33][CH2:34]2)[CH2:9][CH2:8]1)=[O:5]. The yield is 0.230. The catalyst is CO.C(OCC)(=O)C. The reactants are [Br:1][C:2]1[CH:16]=[C:15](/[CH:17]=[CH:18]/[CH:19]([C:24]2[CH:29]=[C:28]([Cl:30])[C:27]([Cl:31])=[C:26]([Cl:32])[CH:25]=2)[C:20]([F:23])([F:22])[F:21])[CH:14]=[CH:13][C:3]=1[C:4]([NH:6][CH:7]1[CH2:12][CH2:11][NH:10][CH2:9][CH2:8]1)=[O:5].[O:33]1[CH2:36][C:35](=O)[CH2:34]1.C(O)(=O)C.[BH3-]C#N.[Na+]. (7) The product is [CH2:30]([N:37]([CH2:28][C:17]1[C:16]([Cl:15])=[N:21][C:20]([N:22]([CH:24]2[CH2:25][CH2:26][CH2:27]2)[CH3:23])=[CH:19][N:18]=1)[CH2:38][CH2:39][OH:40])[C:31]1[CH:36]=[CH:35][CH:34]=[CH:33][CH:32]=1. The catalyst is C(#N)C.C(O)(=O)C. The reactants are C(O[BH-](OC(=O)C)OC(=O)C)(=O)C.[Na+].[Cl:15][C:16]1[C:17]([CH:28]=O)=[N:18][CH:19]=[C:20]([N:22]([CH:24]2[CH2:27][CH2:26][CH2:25]2)[CH3:23])[N:21]=1.[CH2:30]([NH:37][CH2:38][CH2:39][OH:40])[C:31]1[CH:36]=[CH:35][CH:34]=[CH:33][CH:32]=1.C(=O)([O-])O.[Na+]. The yield is 0.920.